From a dataset of Reaction yield outcomes from USPTO patents with 853,638 reactions. Predict the reaction yield, written as a fraction of the theoretical maximum amount of product (1.0 means a 100% yield; for example, 0.34 means a 34% yield). (1) The reactants are [NH2:1][C:2]1[CH:11]=[CH:10][CH:9]=[CH:8][C:3]=1[C:4]([NH:6][CH3:7])=[O:5].[Cl:12][C:13]1[N:18]=[C:17](Cl)[C:16]([Cl:20])=[CH:15][N:14]=1.C(=O)([O-])[O-].[K+].[K+].O. The catalyst is CN(C=O)C. The product is [Cl:12][C:13]1[N:18]=[C:17]([NH:1][C:2]2[CH:11]=[CH:10][CH:9]=[CH:8][C:3]=2[C:4]([NH:6][CH3:7])=[O:5])[C:16]([Cl:20])=[CH:15][N:14]=1. The yield is 0.780. (2) The reactants are [CH2:1]([OH:7])[CH2:2][CH2:3][CH2:4][CH2:5][OH:6].[O:8]1[CH:13]=[CH:12][CH2:11][CH2:10][CH2:9]1. The catalyst is C1COCC1.ClCCl.O.C1(C)C=CC(S(O)(=O)=O)=CC=1. The product is [O:6]1[CH2:5][CH2:4][CH2:3][CH2:2][CH:1]1[O:7][CH2:13][CH2:12][CH2:11][CH2:10][CH2:9][OH:8]. The yield is 0.720. (3) The reactants are Br[C:2]1[CH:3]=[C:4]([NH:10][S:11]([CH3:14])(=[O:13])=[O:12])[C:5]([O:8][CH3:9])=[N:6][CH:7]=1.[N:15]1[C:24]2[C:19](=[CH:20][C:21](B(O)O)=[CH:22][CH:23]=2)[CH:18]=[CH:17][CH:16]=1.C(=O)([O-])[O-].[K+].[K+]. The catalyst is O1CCOCC1.C1C=CC(P(C2C=CC=CC=2)[C-]2C=CC=C2)=CC=1.C1C=CC(P(C2C=CC=CC=2)[C-]2C=CC=C2)=CC=1.Cl[Pd]Cl.[Fe+2]. The product is [CH3:9][O:8][C:5]1[C:4]([NH:10][S:11]([CH3:14])(=[O:13])=[O:12])=[CH:3][C:2]([C:21]2[CH:20]=[C:19]3[C:24](=[CH:23][CH:22]=2)[N:15]=[CH:16][CH:17]=[CH:18]3)=[CH:7][N:6]=1. The yield is 0.350. (4) The reactants are [Cl-].O[NH3+:3].[C:4](=[O:7])([O-])[OH:5].[Na+].CS(C)=O.[C:13]([C:15]1[CH:20]=[CH:19][CH:18]=[CH:17][C:16]=1[C:21]1[CH:26]=[CH:25][C:24]([CH2:27][C:28]2[C:33](=[O:34])[N:32]([C:35]3[CH:48]=[CH:47][C:38]([O:39][C:40]([CH3:46])([CH3:45])[C:41]([O:43][CH3:44])=[O:42])=[CH:37][CH:36]=3)[C:31]([CH3:49])=[N:30][C:29]=2[CH2:50][CH2:51][CH3:52])=[CH:23][CH:22]=1)#[N:14]. The catalyst is O.C(OCC)(=O)C. The product is [CH3:46][C:40]([O:39][C:38]1[CH:37]=[CH:36][C:35]([N:32]2[C:33](=[O:34])[C:28]([CH2:27][C:24]3[CH:23]=[CH:22][C:21]([C:16]4[CH:17]=[CH:18][CH:19]=[CH:20][C:15]=4[C:13]4[NH:3][C:4](=[O:7])[O:5][N:14]=4)=[CH:26][CH:25]=3)=[C:29]([CH2:50][CH2:51][CH3:52])[N:30]=[C:31]2[CH3:49])=[CH:48][CH:47]=1)([CH3:45])[C:41]([O:43][CH3:44])=[O:42]. The yield is 0.410. (5) The reactants are [F:1][C:2]1[CH:9]=[CH:8][C:5]([C:6]#[N:7])=[C:4]([O:10]C)[CH:3]=1.[Al+3].[Cl-].[Cl-].[Cl-]. The catalyst is C1(C)C=CC=CC=1. The product is [F:1][C:2]1[CH:9]=[CH:8][C:5]([C:6]#[N:7])=[C:4]([OH:10])[CH:3]=1. The yield is 0.950. (6) The reactants are [NH2:1][C:2]1[CH:7]=[C:6]([O:8][C:9]2[C:14]([F:15])=[CH:13][C:12]([NH:16][C:17](=[O:24])[CH2:18][C:19]([O:21]CC)=[O:20])=[C:11]([F:25])[CH:10]=2)[CH:5]=[CH:4][N:3]=1.FC1C=C(NC(=O)CC(NC2C=CC(F)=CC=2)=O)C=CC=1OC1C=CN=C(NCCN2CCOCC2)C=1. No catalyst specified. The product is [NH2:1][C:2]1[CH:7]=[C:6]([O:8][C:9]2[C:14]([F:15])=[CH:13][C:12]([NH:16][C:17](=[O:24])[CH2:18][C:19]([OH:21])=[O:20])=[C:11]([F:25])[CH:10]=2)[CH:5]=[CH:4][N:3]=1. The yield is 0.180. (7) The reactants are CS([O:5][C:6]1[C:11]([N+:12]([O-:14])=[O:13])=[CH:10][C:9]([CH:15]2[C:20]([C:21]3[CH:26]=[CH:25][CH:24]=[CH:23][CH:22]=3)=[C:19]([C:27]3[CH:32]=[CH:31][C:30]([NH:33][S:34]([CH3:37])(=[O:36])=[O:35])=[CH:29][CH:28]=3)[NH:18][C:17](=[O:38])[NH:16]2)=[CH:8][C:7]=1[O:39][CH2:40][CH3:41])(=O)=O.[OH-].[Na+].Cl.O. The catalyst is C(O)C. The product is [CH2:40]([O:39][C:7]1[CH:8]=[C:9]([CH:15]2[NH:16][C:17](=[O:38])[NH:18][C:19]([C:27]3[CH:28]=[CH:29][C:30]([NH:33][S:34]([CH3:37])(=[O:35])=[O:36])=[CH:31][CH:32]=3)=[C:20]2[C:21]2[CH:26]=[CH:25][CH:24]=[CH:23][CH:22]=2)[CH:10]=[C:11]([N+:12]([O-:14])=[O:13])[C:6]=1[OH:5])[CH3:41]. The yield is 0.689.